From a dataset of Reaction yield outcomes from USPTO patents with 853,638 reactions. Predict the reaction yield, written as a fraction of the theoretical maximum amount of product (1.0 means a 100% yield; for example, 0.34 means a 34% yield). (1) The catalyst is C(#N)C.O. The yield is 0.850. The product is [Cl:29][C:30]1[CH:31]=[C:32]([N:36]2[C:40]([CH2:41][NH:42][C:10](=[O:12])[CH:9]([C:6]3[CH:7]=[CH:8][C:3]([C:1]#[N:2])=[C:4]([F:14])[CH:5]=3)[CH3:13])=[CH:39][C:38]([C:43]([F:44])([F:45])[F:46])=[N:37]2)[CH:33]=[CH:34][CH:35]=1. The reactants are [C:1]([C:3]1[CH:8]=[CH:7][C:6]([CH:9]([CH3:13])[C:10]([OH:12])=O)=[CH:5][C:4]=1[F:14])#[N:2].C1C=CC2N(O)N=NC=2C=1.C(Cl)CCl.[Cl:29][C:30]1[CH:31]=[C:32]([N:36]2[C:40]([CH2:41][NH2:42])=[CH:39][C:38]([C:43]([F:46])([F:45])[F:44])=[N:37]2)[CH:33]=[CH:34][CH:35]=1. (2) The reactants are [CH3:1][O:2][C:3](=[O:23])[C:4]1[CH:9]=[C:8]([CH:10]2[CH2:14][CH2:13][CH2:12][O:11]2)[C:7]([C:15]([F:18])([F:17])[F:16])=[CH:6][C:5]=1[NH:19]C(=O)C.OS(O)(=O)=O. The catalyst is CO.O. The product is [CH3:1][O:2][C:3](=[O:23])[C:4]1[CH:9]=[C:8]([CH:10]2[CH2:14][CH2:13][CH2:12][O:11]2)[C:7]([C:15]([F:17])([F:18])[F:16])=[CH:6][C:5]=1[NH2:19]. The yield is 0.680. (3) The reactants are Br[C:2]1[CH:18]=[CH:17][CH:16]=[CH:15][C:3]=1[CH2:4][O:5][C:6]1[CH:13]=[CH:12][C:11]([Cl:14])=[CH:10][C:7]=1[CH2:8][NH2:9].C1C=CC(P(C2C(C3C(P(C4C=CC=CC=4)C4C=CC=CC=4)=CC=C4C=3C=CC=C4)=C3C(C=CC=C3)=CC=2)C2C=CC=CC=2)=CC=1.O(C(C)(C)C)[Na]. The catalyst is C1(C)C=CC=CC=1.C([O-])(O)=O.[Na+].C1C=CC(/C=C/C(/C=C/C2C=CC=CC=2)=O)=CC=1.C1C=CC(/C=C/C(/C=C/C2C=CC=CC=2)=O)=CC=1.[Pd]. The product is [Cl:14][C:11]1[CH:12]=[CH:13][C:6]2[O:5][CH2:4][C:3]3[CH:15]=[CH:16][CH:17]=[CH:18][C:2]=3[NH:9][CH2:8][C:7]=2[CH:10]=1. The yield is 0.510. (4) The reactants are [Cl:1][C:2]1[C:10]([C:11]#[N:12])=[CH:9][CH:8]=[C:7]2[C:3]=1[CH:4]=[C:5]([CH:13]([F:15])[F:14])[NH:6]2.C([O-])([O-])=O.[Cs+].[Cs+].Cl[CH2:23][C:24]1[N:28]=[C:27]([C:29]2[CH:34]=[C:33]([F:35])[CH:32]=[C:31]([F:36])[CH:30]=2)[O:26][N:25]=1. The catalyst is CC#N. The product is [Cl:1][C:2]1[C:10]([C:11]#[N:12])=[CH:9][CH:8]=[C:7]2[C:3]=1[CH:4]=[C:5]([CH:13]([F:14])[F:15])[N:6]2[CH2:23][C:24]1[N:28]=[C:27]([C:29]2[CH:34]=[C:33]([F:35])[CH:32]=[C:31]([F:36])[CH:30]=2)[O:26][N:25]=1. The yield is 0.770.